Dataset: Forward reaction prediction with 1.9M reactions from USPTO patents (1976-2016). Task: Predict the product of the given reaction. (1) Given the reactants [N:1]1[CH:6]=[CH:5][C:4]([C:7]2[NH:8][C:9]3[C:14]([C:15](=O)[CH:16]=2)=[CH:13][CH:12]=[CH:11][CH:10]=3)=[CH:3][CH:2]=1.P(Cl)(Cl)([Cl:20])=O, predict the reaction product. The product is: [Cl:20][C:15]1[C:14]2[C:9](=[CH:10][CH:11]=[CH:12][CH:13]=2)[N:8]=[C:7]([C:4]2[CH:5]=[CH:6][N:1]=[CH:2][CH:3]=2)[CH:16]=1. (2) Given the reactants C(S)CCCCCCCCCCC.[Al+3].[Cl-].[Cl-].[Cl-].[F:18][C:19]1[CH:20]=[CH:21][C:22]([C:25]2[CH:30]=[CH:29][C:28]([O:31]C)=[C:27]([F:33])[CH:26]=2)=[N:23][CH:24]=1, predict the reaction product. The product is: [F:33][C:27]1[CH:26]=[C:25]([C:22]2[CH:21]=[CH:20][C:19]([F:18])=[CH:24][N:23]=2)[CH:30]=[CH:29][C:28]=1[OH:31]. (3) Given the reactants [OH:1][N:2]=[C:3]([NH2:15])[C:4]1[O:8][C:7]2[CH:9]=[CH:10][CH:11]=[C:12]([O:13][CH3:14])[C:6]=2[CH:5]=1.[C:16](OC(=O)C)(=O)[CH3:17], predict the reaction product. The product is: [CH3:14][O:13][C:12]1[C:6]2[CH:5]=[C:4]([C:3]3[N:15]=[C:16]([CH3:17])[O:1][N:2]=3)[O:8][C:7]=2[CH:9]=[CH:10][CH:11]=1. (4) Given the reactants OC(C)(C)CN1C=C[C:6]([NH:9][C:10](=[O:30])[C@@H:11]([N:16]2[CH2:20][C:19]([O:21][C:22]3[CH:27]=[CH:26][CH:25]=[CH:24][C:23]=3[Cl:28])=[CH:18][C:17]2=[O:29])[CH2:12][CH:13]([CH3:15])[CH3:14])=[N:5]1.Cl.CN(C)CCCN=C=NCC.ON1C2C=CC=CC=2N=N1.[CH:55]1([C:58]2N=C(N)[S:60][N:59]=2)[CH2:57][CH2:56]1, predict the reaction product. The product is: [CH:55]1([C:58]2[N:5]=[C:6]([NH:9][C:10](=[O:30])[C@@H:11]([N:16]3[CH2:20][C:19]([O:21][C:22]4[CH:27]=[CH:26][CH:25]=[CH:24][C:23]=4[Cl:28])=[CH:18][C:17]3=[O:29])[CH2:12][CH:13]([CH3:14])[CH3:15])[S:60][N:59]=2)[CH2:57][CH2:56]1. (5) Given the reactants [Br:1][C:2]1[C:3]2[C:8]([C:9]([C:16]3[CH:21]=[CH:20][C:19]([CH:22]=O)=[CH:18][CH:17]=3)=[C:10]3[C:15]=1[CH:14]=[CH:13][CH:12]=[CH:11]3)=[CH:7][CH:6]=[CH:5][CH:4]=2.[CH2:24](P(=O)(OCC)OCC)[C:25]1[CH:30]=[CH:29][CH:28]=[CH:27][CH:26]=1.CS(C)=O.CC(C)([O-])C.[K+], predict the reaction product. The product is: [Br:1][C:2]1[C:3]2[C:8]([C:9]([C:16]3[CH:21]=[CH:20][C:19]([CH:22]=[CH:24][C:25]4[CH:30]=[CH:29][CH:28]=[CH:27][CH:26]=4)=[CH:18][CH:17]=3)=[C:10]3[C:15]=1[CH:14]=[CH:13][CH:12]=[CH:11]3)=[CH:7][CH:6]=[CH:5][CH:4]=2. (6) The product is: [CH3:26][O:25][C:19]1[CH:20]=[C:21]([O:23][CH3:24])[N:22]=[C:17]([NH:15][C:5]2[CH:6]=[CH:7][C:8]([N:9]3[CH:13]=[C:12]([CH3:14])[N:11]=[CH:10]3)=[C:3]([O:2][CH3:1])[CH:4]=2)[N:18]=1. Given the reactants [CH3:1][O:2][C:3]1[CH:4]=[C:5]([NH2:15])[CH:6]=[CH:7][C:8]=1[N:9]1[CH:13]=[C:12]([CH3:14])[N:11]=[CH:10]1.Cl[C:17]1[N:22]=[C:21]([O:23][CH3:24])[CH:20]=[C:19]([O:25][CH3:26])[N:18]=1.C(=O)([O-])[O-].[K+].[K+], predict the reaction product. (7) Given the reactants [NH2:1][CH2:2][CH2:3][CH2:4][N:5]1[C:14]2[CH:13]=[CH:12][C:11]([C:15]#[C:16][CH2:17][N:18]3[CH2:22][CH2:21][CH2:20][CH2:19]3)=[CH:10][C:9]=2[C:8]2=[N:23][NH:24][C:25]([CH3:26])=[C:7]2[C:6]1=[O:27].C(N(CC)CC)C.[Cl:35][C:36]1[CH:44]=[CH:43][C:39]([C:40](Cl)=[O:41])=[CH:38][CH:37]=1, predict the reaction product. The product is: [Cl:35][C:36]1[CH:44]=[CH:43][C:39]([C:40]([NH:1][CH2:2][CH2:3][CH2:4][N:5]2[C:14]3[CH:13]=[CH:12][C:11]([C:15]#[C:16][CH2:17][N:18]4[CH2:19][CH2:20][CH2:21][CH2:22]4)=[CH:10][C:9]=3[C:8]3=[N:23][NH:24][C:25]([CH3:26])=[C:7]3[C:6]2=[O:27])=[O:41])=[CH:38][CH:37]=1.